Task: Regression. Given two drug SMILES strings and cell line genomic features, predict the synergy score measuring deviation from expected non-interaction effect.. Dataset: NCI-60 drug combinations with 297,098 pairs across 59 cell lines (1) Drug 1: CCCCCOC(=O)NC1=NC(=O)N(C=C1F)C2C(C(C(O2)C)O)O. Drug 2: C1=NNC2=C1C(=O)NC=N2. Cell line: OVCAR-8. Synergy scores: CSS=-3.84, Synergy_ZIP=1.03, Synergy_Bliss=-0.151, Synergy_Loewe=-4.40, Synergy_HSA=-3.94. (2) Drug 1: CC1C(C(CC(O1)OC2CC(CC3=C2C(=C4C(=C3O)C(=O)C5=C(C4=O)C(=CC=C5)OC)O)(C(=O)CO)O)N)O.Cl. Drug 2: CC1=CC2C(CCC3(C2CCC3(C(=O)C)OC(=O)C)C)C4(C1=CC(=O)CC4)C. Cell line: UACC-257. Synergy scores: CSS=2.14, Synergy_ZIP=0.107, Synergy_Bliss=-0.829, Synergy_Loewe=0.629, Synergy_HSA=-1.11. (3) Drug 1: CCC1=CC2CC(C3=C(CN(C2)C1)C4=CC=CC=C4N3)(C5=C(C=C6C(=C5)C78CCN9C7C(C=CC9)(C(C(C8N6C)(C(=O)OC)O)OC(=O)C)CC)OC)C(=O)OC.C(C(C(=O)O)O)(C(=O)O)O. Drug 2: CC1=C2C(C(=O)C3(C(CC4C(C3C(C(C2(C)C)(CC1OC(=O)C(C(C5=CC=CC=C5)NC(=O)OC(C)(C)C)O)O)OC(=O)C6=CC=CC=C6)(CO4)OC(=O)C)O)C)O. Cell line: A549. Synergy scores: CSS=45.7, Synergy_ZIP=-3.79, Synergy_Bliss=-4.81, Synergy_Loewe=-9.12, Synergy_HSA=-1.18.